Task: Regression. Given two drug SMILES strings and cell line genomic features, predict the synergy score measuring deviation from expected non-interaction effect.. Dataset: NCI-60 drug combinations with 297,098 pairs across 59 cell lines (1) Drug 1: C1=CC(=CC=C1CCCC(=O)O)N(CCCl)CCCl. Drug 2: C1CN(CCN1C(=O)CCBr)C(=O)CCBr. Cell line: EKVX. Synergy scores: CSS=11.6, Synergy_ZIP=-0.974, Synergy_Bliss=0.166, Synergy_Loewe=-0.911, Synergy_HSA=-0.887. (2) Drug 1: C(=O)(N)NO. Drug 2: CC(C)NC(=O)C1=CC=C(C=C1)CNNC.Cl. Cell line: RPMI-8226. Synergy scores: CSS=2.60, Synergy_ZIP=-6.29, Synergy_Bliss=-2.50, Synergy_Loewe=-11.0, Synergy_HSA=-5.19. (3) Drug 1: CC1C(C(=O)NC(C(=O)N2CCCC2C(=O)N(CC(=O)N(C(C(=O)O1)C(C)C)C)C)C(C)C)NC(=O)C3=C4C(=C(C=C3)C)OC5=C(C(=O)C(=C(C5=N4)C(=O)NC6C(OC(=O)C(N(C(=O)CN(C(=O)C7CCCN7C(=O)C(NC6=O)C(C)C)C)C)C(C)C)C)N)C. Drug 2: C1C(C(OC1N2C=C(C(=O)NC2=O)F)CO)O. Cell line: SN12C. Synergy scores: CSS=17.8, Synergy_ZIP=-7.22, Synergy_Bliss=0.378, Synergy_Loewe=-12.2, Synergy_HSA=-0.669. (4) Cell line: A498. Drug 2: CC1C(C(CC(O1)OC2CC(CC3=C2C(=C4C(=C3O)C(=O)C5=CC=CC=C5C4=O)O)(C(=O)C)O)N)O. Drug 1: CC1CCC2CC(C(=CC=CC=CC(CC(C(=O)C(C(C(=CC(C(=O)CC(OC(=O)C3CCCCN3C(=O)C(=O)C1(O2)O)C(C)CC4CCC(C(C4)OC)OCCO)C)C)O)OC)C)C)C)OC. Synergy scores: CSS=75.7, Synergy_ZIP=-5.00, Synergy_Bliss=-5.24, Synergy_Loewe=1.22, Synergy_HSA=1.83. (5) Synergy scores: CSS=3.78, Synergy_ZIP=-2.75, Synergy_Bliss=-1.94, Synergy_Loewe=-1.86, Synergy_HSA=-1.04. Drug 1: C1=CC=C(C(=C1)C(C2=CC=C(C=C2)Cl)C(Cl)Cl)Cl. Drug 2: C(CCl)NC(=O)N(CCCl)N=O. Cell line: TK-10.